Dataset: Full USPTO retrosynthesis dataset with 1.9M reactions from patents (1976-2016). Task: Predict the reactants needed to synthesize the given product. (1) Given the product [CH:18]1([NH:17][C:13]2[N:12]=[CH:11][N:10]=[C:9]3[C:14]=2[N:15]=[CH:16][N:8]3[C@@H:6]2[CH2:7][C@H:3]([NH:2][C:34](=[O:37])[CH2:35][CH3:36])[C@@H:4]([OH:24])[C@H:5]2[OH:23])[CH2:22][CH2:21][CH2:20][CH2:19]1, predict the reactants needed to synthesize it. The reactants are: Cl.[NH2:2][C@H:3]1[CH2:7][C@@H:6]([N:8]2[CH:16]=[N:15][C:14]3[C:9]2=[N:10][CH:11]=[N:12][C:13]=3[NH:17][CH:18]2[CH2:22][CH2:21][CH2:20][CH2:19]2)[C@H:5]([OH:23])[C@@H:4]1[OH:24].CCN(C(C)C)C(C)C.[C:34](Cl)(=[O:37])[CH2:35][CH3:36]. (2) Given the product [Cl:39][C:40]1[CH:41]=[C:42]([S:46]([N:20]2[C:21]3[C:22](=[N:23][CH:24]=[CH:25][CH:26]=3)[C:18]([N:16]3[CH2:15][CH2:14][NH:13][C@H:12]([CH3:11])[CH2:17]3)=[CH:19]2)(=[O:48])=[O:47])[CH:43]=[CH:44][CH:45]=1, predict the reactants needed to synthesize it. The reactants are: C[Si]([N-][Si](C)(C)C)(C)C.[Na+].[CH3:11][C@@H:12]1[CH2:17][N:16]([C:18]2[C:22]3=[N:23][CH:24]=[CH:25][CH:26]=[C:21]3[NH:20][CH:19]=2)[CH2:15][CH2:14][N:13]1C(OC(C)(C)C)=O.CN(CC)C.[Cl:39][C:40]1[CH:41]=[C:42]([S:46](Cl)(=[O:48])=[O:47])[CH:43]=[CH:44][CH:45]=1. (3) The reactants are: [Br:1]C1C=CN=C2C(N3CCNCC3)C3C=CC(Cl)=CC=3CCC=12.[Cl:24][C:25]1[CH:26]=[CH:27][C:28]2[CH:38]([N:39]3[CH2:44][CH2:43][NH:42][CH2:41][CH2:40]3)[C:33]3=[N:34][CH:35]=[CH:36][CH:37]=[C:32]3[CH2:31][CH2:30][C:29]=2[CH:45]=1.[N:46]1[CH:51]=[CH:50][CH:49]=[C:48]([CH2:52][C:53]([OH:55])=O)[CH:47]=1.N1C=CC(CC(O)=O)=CC=1. Given the product [Br:1][C:36]1[CH:37]=[C:32]2[CH2:31][CH2:30][C:29]3[CH:45]=[C:25]([Cl:24])[CH:26]=[CH:27][C:28]=3[CH:38]([N:39]3[CH2:40][CH2:41][N:42]([C:53](=[O:55])[CH2:52][C:48]4[CH:47]=[N:46][CH:51]=[CH:50][CH:49]=4)[CH2:43][CH2:44]3)[C:33]2=[N:34][CH:35]=1, predict the reactants needed to synthesize it. (4) Given the product [Cl:4][C:1]1[CH:2]=[CH:16][C:9]([C:20]2[O:23][C:13]3[C:29](=[O:30])[N:27]([C:28]4[CH:17]=[CH:16][C:9]([O:10][CH2:11][C:12]([OH:14])([CH3:13])[CH3:15])=[C:8]([O:18][CH3:19])[CH:7]=4)[CH2:26][C:12]=3[CH:11]=2)=[CH:8][CH:7]=1, predict the reactants needed to synthesize it. The reactants are: [CH2:1]([Cl:4])[CH2:2]Cl.NC1[CH:17]=[CH:16][C:9]([O:10][CH2:11][C:12]([CH3:15])([OH:14])[CH3:13])=[C:8]([O:18][CH3:19])[CH:7]=1.[C:20]([O-:23])([O-])=O.[K+].[K+].[CH3:26][N:27]([CH:29]=[O:30])[CH3:28]. (5) Given the product [C:4]([OH:6])(=[O:5])[CH2:7][CH2:8][CH2:9]/[CH:10]=[CH:35]/[CH:36]=[CH:31]/[CH2:32][CH2:33][CH3:34], predict the reactants needed to synthesize it. The reactants are: [Li+].[Br-].[Br-].[C:4]([CH2:7][CH2:8][CH2:9][CH2:10][P+](C1C=CC=CC=1)(C1C=CC=CC=1)C1C=CC=CC=1)([OH:6])=[O:5].[Li][C:31]1[CH:32]=[CH:33][CH:34]=[CH:35][CH:36]=1.C(=O)/C=C/CC.Cl.CC([O-])(C)C.[K+]. (6) The reactants are: [NH2:1][C@H:2]([CH3:21])[CH2:3][C:4]1[C:12]2[C:7](=[C:8]([CH2:13][C:14]([N:16]([CH2:19][CH3:20])[CH2:17][CH3:18])=[O:15])[CH:9]=[CH:10][CH:11]=2)[NH:6][CH:5]=1.C[Si](C)(C)NC(=O)C.[Cl:30][C:31]1[CH:32]=[C:33]([CH:37]=[CH:38][CH:39]=1)[C@H:34]1[O:36][CH2:35]1.Cl.C(=O)([O-])O.[Na+]. Given the product [Cl:30][C:31]1[CH:32]=[C:33]([C@@H:34]([OH:36])[CH2:35][NH:1][C@H:2]([CH3:21])[CH2:3][C:4]2[C:12]3[C:7](=[C:8]([CH2:13][C:14]([N:16]([CH2:19][CH3:20])[CH2:17][CH3:18])=[O:15])[CH:9]=[CH:10][CH:11]=3)[NH:6][CH:5]=2)[CH:37]=[CH:38][CH:39]=1, predict the reactants needed to synthesize it. (7) Given the product [CH2:6]([O:8][CH:9]=[C:2]([C:1]#[N:5])[C:3]#[N:4])[CH3:7], predict the reactants needed to synthesize it. The reactants are: [C:1](#[N:5])[CH2:2][C:3]#[N:4].[CH2:6]([O:8][CH:9](OCC)OCC)[CH3:7].